This data is from Forward reaction prediction with 1.9M reactions from USPTO patents (1976-2016). The task is: Predict the product of the given reaction. (1) Given the reactants C(=O)([O-])[O-].[Cs+].[Cs+].[F:7][C:8]1[C:13]([OH:14])=[CH:12][CH:11]=[CH:10][C:9]=1[CH2:15][NH:16][C:17]([C:19]1[CH:20]=[C:21]2[C:26](=[CH:27][CH:28]=1)[N:25]=[CH:24][CH:23]=[CH:22]2)=[O:18].I[CH2:30][CH2:31][CH2:32][CH2:33][CH3:34].CN(C=O)C, predict the reaction product. The product is: [F:7][C:8]1[C:13]([O:14][CH2:30][CH2:31][CH2:32][CH2:33][CH3:34])=[CH:12][CH:11]=[CH:10][C:9]=1[CH2:15][NH:16][C:17]([C:19]1[CH:20]=[C:21]2[C:26](=[CH:27][CH:28]=1)[N:25]=[CH:24][CH:23]=[CH:22]2)=[O:18]. (2) Given the reactants [F:1][C:2]1[CH:3]=[C:4]([CH:9]([NH2:11])[CH3:10])[CH:5]=[C:6]([F:8])[CH:7]=1.[C:12](O[C:12]([O:14][C:15]([CH3:18])([CH3:17])[CH3:16])=[O:13])([O:14][C:15]([CH3:18])([CH3:17])[CH3:16])=[O:13], predict the reaction product. The product is: [F:1][C:2]1[CH:3]=[C:4]([CH:9]([N:11]([C:12]([O:14][C:15]([CH3:18])([CH3:17])[CH3:16])=[O:13])[C:12]([O:14][C:15]([CH3:18])([CH3:17])[CH3:16])=[O:13])[CH3:10])[CH:5]=[C:6]([F:8])[CH:7]=1. (3) Given the reactants [F:1][C:2]1[CH:3]=[C:4]([CH:32]=[CH:33][CH:34]=1)[CH2:5][N:6]1[C:14]2[C:9](=[CH:10][C:11]([NH:15][C:16]3[C:21]4=[C:22]([CH2:25][N:26]5[CH2:31][CH2:30][S:29][CH2:28][CH2:27]5)[CH:23]=[CH:24][N:20]4[N:19]=[CH:18][N:17]=3)=[CH:12][CH:13]=2)[CH:8]=[N:7]1.ClC1C=CC=C(C(OO)=[O:43])C=1, predict the reaction product. The product is: [F:1][C:2]1[CH:3]=[C:4]([CH:32]=[CH:33][CH:34]=1)[CH2:5][N:6]1[C:14]2[C:9](=[CH:10][C:11]([NH:15][C:16]3[C:21]4=[C:22]([CH2:25][N:26]5[CH2:27][CH2:28][S:29](=[O:43])[CH2:30][CH2:31]5)[CH:23]=[CH:24][N:20]4[N:19]=[CH:18][N:17]=3)=[CH:12][CH:13]=2)[CH:8]=[N:7]1. (4) Given the reactants [Cl:1][C:2]1[C:22]([OH:23])=[CH:21][C:5]2[C:6]([C:9]([C:11]3[CH:16]=[CH:15][C:14]([O:17][CH3:18])=[C:13]([O:19][CH3:20])[CH:12]=3)=[O:10])=[CH:7][O:8][C:4]=2[C:3]=1[Cl:24].[N+]([O-])(O)=[O:26].O.C(Cl)(Cl)Cl.CO, predict the reaction product. The product is: [Cl:1][C:2]1[C:22](=[O:23])[C:21](=[O:26])[C:5]2[C:6]([C:9](=[O:10])[C:11]3[CH:16]=[CH:15][C:14]([O:17][CH3:18])=[C:13]([O:19][CH3:20])[CH:12]=3)=[CH:7][O:8][C:4]=2[C:3]=1[Cl:24]. (5) Given the reactants [CH3:1][C@@H:2]([C@@H:8]([O:10][CH:11]1[CH2:16][CH2:15][CH2:14][CH2:13][O:12]1)[CH3:9])[C:3](OCC)=[O:4].[H-].[H-].[H-].[H-].[Li+].[Al+3].[OH-].[Na+], predict the reaction product. The product is: [CH3:1][C@@H:2]([C@@H:8]([O:10][CH:11]1[CH2:16][CH2:15][CH2:14][CH2:13][O:12]1)[CH3:9])[CH2:3][OH:4]. (6) Given the reactants [N+:1]([C:4]1[CH:5]=[C:6]2[C:11](=[CH:12][CH:13]=1)[NH:10][C:9](=O)[NH:8][C:7]2=O)([O-:3])=[O:2].P(Cl)(Cl)([Cl:18])=O.[CH3:21][N:22]([CH3:24])[NH2:23], predict the reaction product. The product is: [Cl:18][C:9]1[N:8]=[C:7]([NH:23][N:22]([CH3:24])[CH3:21])[C:6]2[C:11](=[CH:12][CH:13]=[C:4]([N+:1]([O-:3])=[O:2])[CH:5]=2)[N:10]=1.